From a dataset of Forward reaction prediction with 1.9M reactions from USPTO patents (1976-2016). Predict the product of the given reaction. (1) The product is: [C:29]([O:33][C:34]([NH:36][C:37]1[CH:42]=[CH:41][CH:40]=[CH:39][C:38]=1[NH:43][C:24](=[O:26])[C:23]1[CH:27]=[CH:28][C:20]([Cl:19])=[N:21][CH:22]=1)=[O:35])([CH3:32])([CH3:30])[CH3:31]. Given the reactants ClC1N=C(OC)N=C(OC)N=1.CN1CCOCC1.[Cl:19][C:20]1[CH:28]=[CH:27][C:23]([C:24]([OH:26])=O)=[CH:22][N:21]=1.[C:29]([O:33][C:34]([NH:36][C:37]1[CH:42]=[CH:41][CH:40]=[CH:39][C:38]=1[NH2:43])=[O:35])([CH3:32])([CH3:31])[CH3:30], predict the reaction product. (2) The product is: [Br:35][C:36]1[S:37][C:38]([N:3]2[CH:4]=[CH:5][S:1]/[C:2]/2=[N:6]\[C:7]([N:9]2[CH2:10][CH2:11][CH2:12][CH2:13]2)=[O:8])=[CH:39][CH:40]=1. Given the reactants [S:1]1[CH:5]=[CH:4][N:3]=[C:2]1[NH:6][C:7]([N:9]1[CH2:13][CH2:12][CH2:11][CH2:10]1)=[O:8].ClC1C=C2C(N=CC=C2)=C2C=1C=CC=N2.C(=O)([O-])[O-].[Cs+].[Cs+].[Br:35][C:36]1[S:37][C:38](Br)=[CH:39][CH:40]=1.[OH-].[NH4+].O, predict the reaction product. (3) Given the reactants [CH3:1][C:2]([CH3:40])([CH3:39])[C:3](=O)[CH2:4][N:5]1[C:10](=[O:11])[C:9]([CH2:12][C:13]2[CH:18]=[CH:17][C:16]([C:19]3[CH:24]=[CH:23][CH:22]=[CH:21][C:20]=3[C:25]3[NH:29][C:28](=[O:30])[O:27][N:26]=3)=[CH:15][CH:14]=2)=[C:8]([CH2:31][CH2:32][CH3:33])[N:7]2[N:34]=[C:35]([CH3:37])[N:36]=[C:6]12.Cl.[NH2:42][O:43][CH2:44][CH3:45].N1C=CC=CC=1.Cl, predict the reaction product. The product is: [CH2:44]([O:43]/[N:42]=[C:3](\[C:2]([CH3:39])([CH3:40])[CH3:1])/[CH2:4][N:5]1[C:10](=[O:11])[C:9]([CH2:12][C:13]2[CH:14]=[CH:15][C:16]([C:19]3[CH:24]=[CH:23][CH:22]=[CH:21][C:20]=3[C:25]3[NH:29][C:28](=[O:30])[O:27][N:26]=3)=[CH:17][CH:18]=2)=[C:8]([CH2:31][CH2:32][CH3:33])[N:7]2[N:34]=[C:35]([CH3:37])[N:36]=[C:6]12)[CH3:45]. (4) Given the reactants Br[C:2]1[N:3]=[C:4]2[C:10]3[CH:11]=[CH:12][CH:13]=[CH:14][C:9]=3[NH:8][C:7]3[N:15]=[CH:16][CH:17]=[CH:18][C:6]=3[N:5]2[C:19]=1[C:20]1[CH:25]=[CH:24][C:23]([C:26]2([NH:30]C(=O)OC(C)(C)C)[CH2:29][CH2:28][CH2:27]2)=[CH:22][CH:21]=1.[CH2:38]([O:40][C:41](=[O:53])[CH2:42][CH2:43][C:44]1[CH:49]=[CH:48][C:47](B(O)O)=[CH:46][CH:45]=1)C.[O-]P([O-])([O-])=O.[K+].[K+].[K+], predict the reaction product. The product is: [NH2:30][C:26]1([C:23]2[CH:24]=[CH:25][C:20]([C:19]3[N:5]4[C:6]5[CH:18]=[CH:17][CH:16]=[N:15][C:7]=5[NH:8][C:9]5[CH:14]=[CH:13][CH:12]=[CH:11][C:10]=5[C:4]4=[N:3][C:2]=3[C:47]3[CH:48]=[CH:49][C:44]([CH2:43][CH2:42][C:41]([O:40][CH3:38])=[O:53])=[CH:45][CH:46]=3)=[CH:21][CH:22]=2)[CH2:27][CH2:28][CH2:29]1. (5) Given the reactants [NH2:1][C:2]1[C:7]([C:8]([F:11])([F:10])[F:9])=[CH:6][CH:5]=[CH:4][C:3]=1[CH2:12][OH:13], predict the reaction product. The product is: [NH2:1][C:2]1[C:7]([C:8]([F:9])([F:10])[F:11])=[CH:6][CH:5]=[CH:4][C:3]=1[CH:12]=[O:13].